This data is from Forward reaction prediction with 1.9M reactions from USPTO patents (1976-2016). The task is: Predict the product of the given reaction. (1) Given the reactants [CH2:1]([NH:10][CH2:11][C:12]1[CH:17]=[CH:16][CH:15]=[C:14]([O:18][CH3:19])[CH:13]=1)[C:2]1[CH:7]=[CH:6][CH:5]=[C:4]([O:8][CH3:9])[CH:3]=1.C=O.[BH4-].[Na+].F[C:25](F)(F)C(O)=O.[OH-].[Na+].[Cl-].[Na+], predict the reaction product. The product is: [CH2:11]([N:10]([CH2:1][C:2]1[CH:7]=[CH:6][CH:5]=[C:4]([O:8][CH3:9])[CH:3]=1)[CH3:25])[C:12]1[CH:17]=[CH:16][CH:15]=[C:14]([O:18][CH3:19])[CH:13]=1. (2) Given the reactants [CH:1]1([N:7]2[C:11](=[O:12])[C:10]3[CH:13]=[CH:14][C:15]([OH:17])=[CH:16][C:9]=3[O:8]2)[CH2:6][CH2:5][CH2:4][CH2:3][CH2:2]1.Br[CH2:19][C:20]1[CH:21]=[C:22]([C:26]2[CH:31]=[CH:30][C:29]([Cl:32])=[C:28]([C:33]([O:35]C)=[O:34])[CH:27]=2)[CH:23]=[CH:24][CH:25]=1, predict the reaction product. The product is: [Cl:32][C:29]1[CH:30]=[CH:31][C:26]([C:22]2[CH:23]=[CH:24][CH:25]=[C:20]([CH2:19][O:17][C:15]3[CH:14]=[CH:13][C:10]4[C:11](=[O:12])[N:7]([CH:1]5[CH2:2][CH2:3][CH2:4][CH2:5][CH2:6]5)[O:8][C:9]=4[CH:16]=3)[CH:21]=2)=[CH:27][C:28]=1[C:33]([OH:35])=[O:34]. (3) The product is: [NH2:38][C@H:33]([CH2:32][C:31]#[C:30][C:27]1[CH:26]=[C:25]([C:46]2[CH:51]=[CH:50][C:49]([F:52])=[CH:48][C:47]=2[CH3:53])[C:24]([N:23]([C:21](=[O:22])[C:20]([C:12]2[CH:11]=[C:10]([C:9]([F:57])([F:58])[F:8])[CH:15]=[C:14]([C:16]([F:18])([F:17])[F:19])[CH:13]=2)([CH3:55])[CH3:56])[CH3:54])=[CH:29][N:28]=1)[C:34]([O:36][CH3:37])=[O:35]. Given the reactants FC(F)(F)C(O)=O.[F:8][C:9]([F:58])([F:57])[C:10]1[CH:11]=[C:12]([C:20]([CH3:56])([CH3:55])[C:21]([N:23]([CH3:54])[C:24]2[C:25]([C:46]3[CH:51]=[CH:50][C:49]([F:52])=[CH:48][C:47]=3[CH3:53])=[CH:26][C:27]([C:30]#[C:31][CH2:32][C@@H:33]([NH:38]C(OC(C)(C)C)=O)[C:34]([O:36][CH3:37])=[O:35])=[N:28][CH:29]=2)=[O:22])[CH:13]=[C:14]([C:16]([F:19])([F:18])[F:17])[CH:15]=1, predict the reaction product. (4) Given the reactants [N:1]#[C:2]Br.C(=O)([O-])[O-].[K+].[K+].[F:10][C:11]1[CH:29]=[C:28]([S:30]([CH3:33])(=[O:32])=[O:31])[C:27]([F:34])=[CH:26][C:12]=1[O:13][CH:14]1[CH2:18][CH2:17][N:16]([CH:19]2[CH2:24][CH2:23][NH:22][CH2:21][CH2:20]2)[C:15]1=[O:25].[OH-].[Na+], predict the reaction product. The product is: [F:10][C:11]1[CH:29]=[C:28]([S:30]([CH3:33])(=[O:32])=[O:31])[C:27]([F:34])=[CH:26][C:12]=1[O:13][CH:14]1[CH2:18][CH2:17][N:16]([CH:19]2[CH2:24][CH2:23][N:22]([C:2]#[N:1])[CH2:21][CH2:20]2)[C:15]1=[O:25]. (5) Given the reactants [Cl:1][C:2]1[CH:3]=[C:4]([CH:14]=[CH:15][C:16]=1[N+:17]([O-:19])=[O:18])[CH2:5]P(=O)(OCC)OCC.O=[C:21]1[CH2:26][CH2:25][N:24]([C:27]([O:29][C:30]([CH3:33])([CH3:32])[CH3:31])=[O:28])[CH2:23][CH2:22]1.O1CCCC1.[H-].[Na+], predict the reaction product. The product is: [Cl:1][C:2]1[CH:3]=[C:4]([CH:14]=[CH:15][C:16]=1[N+:17]([O-:19])=[O:18])[CH:5]=[C:21]1[CH2:26][CH2:25][N:24]([C:27]([O:29][C:30]([CH3:33])([CH3:32])[CH3:31])=[O:28])[CH2:23][CH2:22]1.